This data is from Reaction yield outcomes from USPTO patents with 853,638 reactions. The task is: Predict the reaction yield, written as a fraction of the theoretical maximum amount of product (1.0 means a 100% yield; for example, 0.34 means a 34% yield). (1) The reactants are C[O:2][C:3](=[O:29])[CH2:4][C:5]1([C:20]2[CH:28]=[CH:27][C:23]3[O:24][CH2:25][O:26][C:22]=3[CH:21]=2)[C:13]2[C:8](=[CH:9][CH:10]=[CH:11][CH:12]=2)[N:7]([CH2:14][CH2:15][CH2:16][CH2:17][CH3:18])[C:6]1=[O:19].O.[OH-].[Li+]. The catalyst is C1COCC1.O. The product is [O:24]1[C:23]2[CH:27]=[CH:28][C:20]([C:5]3([CH2:4][C:3]([OH:29])=[O:2])[C:13]4[C:8](=[CH:9][CH:10]=[CH:11][CH:12]=4)[N:7]([CH2:14][CH2:15][CH2:16][CH2:17][CH3:18])[C:6]3=[O:19])=[CH:21][C:22]=2[O:26][CH2:25]1. The yield is 0.880. (2) The reactants are Br[C:2]1[CH:41]=[CH:40][C:5]([CH2:6][N:7]([CH2:32][C:33]([O:35][C:36]([CH3:39])([CH3:38])[CH3:37])=[O:34])[C:8](=[O:31])[C:9]2[CH:14]=[CH:13][C:12]([NH:15][C:16](=[O:30])[CH2:17][C:18]3[CH:23]=[CH:22][C:21]([O:24][CH3:25])=[CH:20][C:19]=3[C:26]([F:29])([F:28])[F:27])=[CH:11][CH:10]=2)=[CH:4][CH:3]=1.[CH3:42][C:43]1([CH3:59])[C:47]([CH3:49])([CH3:48])[O:46][B:45]([B:45]2[O:46][C:47]([CH3:49])([CH3:48])[C:43]([CH3:59])([CH3:42])[O:44]2)[O:44]1.C([O-])(=O)C.[K+].N#N. The catalyst is C1C=CC(P(C2C=CC=CC=2)[C-]2C=CC=C2)=CC=1.C1C=CC(P(C2C=CC=CC=2)[C-]2C=CC=C2)=CC=1.Cl[Pd]Cl.[Fe+2].CS(C)=O. The product is [CH3:25][O:24][C:21]1[CH:22]=[CH:23][C:18]([CH2:17][C:16]([NH:15][C:12]2[CH:13]=[CH:14][C:9]([C:8]([N:7]([CH2:32][C:33]([O:35][C:36]([CH3:39])([CH3:38])[CH3:37])=[O:34])[CH2:6][C:5]3[CH:40]=[CH:41][C:2]([B:45]4[O:46][C:47]([CH3:49])([CH3:48])[C:43]([CH3:59])([CH3:42])[O:44]4)=[CH:3][CH:4]=3)=[O:31])=[CH:10][CH:11]=2)=[O:30])=[C:19]([C:26]([F:29])([F:28])[F:27])[CH:20]=1. The yield is 0.750. (3) The reactants are [S:1]1[C:5]2[CH:6]=[CH:7][CH:8]=[CH:9][C:4]=2[CH:3]=[C:2]1[S:10]([NH:13][C:14]1[CH:19]=[C:18]([F:20])[CH:17]=[CH:16][C:15]=1[S:21][CH2:22][C:23]1[CH:32]=[CH:31][CH:30]=[CH:29][C:24]=1[C:25]([O:27]C)=[O:26])(=[O:12])=[O:11].[OH-].[Na+].Cl. The catalyst is CO. The product is [S:1]1[C:5]2[CH:6]=[CH:7][CH:8]=[CH:9][C:4]=2[CH:3]=[C:2]1[S:10]([NH:13][C:14]1[CH:19]=[C:18]([F:20])[CH:17]=[CH:16][C:15]=1[S:21][CH2:22][C:23]1[CH:32]=[CH:31][CH:30]=[CH:29][C:24]=1[C:25]([OH:27])=[O:26])(=[O:11])=[O:12]. The yield is 0.930. (4) The reactants are [CH3:1][O:2][C:3]1[CH:4]=[C:5]2[C:10](=[CH:11][C:12]=1[O:13][CH3:14])[N:9]=[CH:8][CH:7]=[C:6]2[O:15][C:16]1[CH:22]=[CH:21][C:19]([NH2:20])=[C:18]([CH3:23])[C:17]=1[CH3:24].ClC(Cl)(O[C:29](=[O:35])[O:30][C:31](Cl)(Cl)Cl)Cl.OC[N:39]1[C:47](=[O:48])[C:46]2[C:41](=[CH:42][CH:43]=[CH:44][CH:45]=2)[C:40]1=[O:49].C(=O)(O)[O-].[Na+]. The catalyst is C(Cl)Cl.C(N(CC)CC)C.C1(C)C=CC=CC=1. The product is [CH3:1][O:2][C:3]1[CH:4]=[C:5]2[C:10](=[CH:11][C:12]=1[O:13][CH3:14])[N:9]=[CH:8][CH:7]=[C:6]2[O:15][C:16]1[CH:22]=[CH:21][C:19]([NH:20][C:29](=[O:35])[O:30][CH2:31][N:39]2[C:47](=[O:48])[C:46]3[C:41](=[CH:42][CH:43]=[CH:44][CH:45]=3)[C:40]2=[O:49])=[C:18]([CH3:23])[C:17]=1[CH3:24]. The yield is 0.170. (5) The reactants are [CH2:1]([O:5][C:6]1[N:11]=[C:10](Cl)[CH:9]=[C:8]([N:13]2[CH2:18][CH2:17][O:16][CH2:15][CH2:14]2)[N:7]=1)[CH2:2][CH2:3][CH3:4].[NH2:19][NH2:20]. The catalyst is O1CCOCC1. The product is [CH2:1]([O:5][C:6]1[N:11]=[C:10]([NH:19][NH2:20])[CH:9]=[C:8]([N:13]2[CH2:18][CH2:17][O:16][CH2:15][CH2:14]2)[N:7]=1)[CH2:2][CH2:3][CH3:4]. The yield is 0.810. (6) The reactants are [Br:1][C:2]1[CH:8]=[CH:7][C:5](N)=[CH:4][CH:3]=1.N([O-])=O.[Na+].[N:13]1[CH:18]=[CH:17][CH:16]=[CH:15][CH:14]=1.C(=O)([O-])[O-].[Na+].[Na+]. The catalyst is Cl.O. The product is [Br:1][C:2]1[CH:8]=[CH:7][C:5]([C:14]2[CH:15]=[CH:16][CH:17]=[CH:18][N:13]=2)=[CH:4][CH:3]=1. The yield is 0.380. (7) The yield is 0.900. The product is [NH2:1][C:4]1[CH:11]=[CH:10][C:7]([CH2:8][Cl:9])=[CH:6][CH:5]=1. The reactants are [N+:1]([C:4]1[CH:11]=[CH:10][C:7]([CH2:8][Cl:9])=[CH:6][CH:5]=1)([O-])=O.O.[O-2].[O-2].[O-2].O=[Si]=O.O=[Si]=O.O=[Si]=O.O=[Si]=O.[Al+3].[Al+3].NN. The catalyst is C(O)C.